Dataset: Catalyst prediction with 721,799 reactions and 888 catalyst types from USPTO. Task: Predict which catalyst facilitates the given reaction. (1) Reactant: [I:1][C:2]1[CH:14]=[CH:13][C:12]2[C:11]3[C:6](=[CH:7][CH:8]=[CH:9][CH:10]=3)[CH2:5][C:4]=2[CH:3]=1.I[CH2:16][CH2:17][CH2:18][CH3:19].CC(C)([O-])C.[K+].O1[CH2:30][CH2:29][CH2:28][CH2:27]1. The catalyst class is: 280. Product: [CH2:16]([C:5]1([CH2:27][CH2:28][CH2:29][CH3:30])[C:4]2[CH:3]=[C:2]([I:1])[CH:14]=[CH:13][C:12]=2[C:11]2[C:6]1=[CH:7][CH:8]=[CH:9][CH:10]=2)[CH2:17][CH2:18][CH3:19]. (2) Reactant: [NH:1]1[CH2:6][CH2:5][CH2:4][CH2:3][CH2:2]1.Cl.C(N=C=NCCCN(C)C)C.[CH3:19][O:20][C:21]1[C:22]([CH3:51])=[C:23]([C:42]([O:49][CH3:50])=[C:43]([O:47][CH3:48])[C:44]=1[O:45][CH3:46])[CH2:24][C:25]1[CH:33]=[CH:32][C:28]([C:29](O)=[O:30])=[C:27]([O:34][CH2:35][C:36]2[CH:41]=[CH:40][CH:39]=[CH:38][CH:37]=2)[CH:26]=1. Product: [CH3:19][O:20][C:21]1[C:22]([CH3:51])=[C:23]([C:42]([O:49][CH3:50])=[C:43]([O:47][CH3:48])[C:44]=1[O:45][CH3:46])[CH2:24][C:25]1[CH:33]=[CH:32][C:28]([C:29]([N:1]2[CH2:6][CH2:5][CH2:4][CH2:3][CH2:2]2)=[O:30])=[C:27]([O:34][CH2:35][C:36]2[CH:41]=[CH:40][CH:39]=[CH:38][CH:37]=2)[CH:26]=1. The catalyst class is: 2. (3) Reactant: [F:1][C:2]1[CH:19]=[CH:18][C:5]([CH2:6][C:7]2[C:16]3[C:11](=[CH:12][CH:13]=[CH:14][CH:15]=3)[C:10](=[O:17])[NH:9][N:8]=2)=[CH:4][C:3]=1[N:20]=[C:21]=[O:22].C[O:24][C:25](=O)[CH:26]([NH:28][CH2:29][C:30]([O:32][C:33]([CH3:36])([CH3:35])[CH3:34])=[O:31])[CH3:27]. Product: [C:33]([O:32][C:30](=[O:31])[CH2:29][N:28]1[CH:26]([CH3:27])[C:25](=[O:24])[N:20]([C:3]2[CH:4]=[C:5]([CH2:6][C:7]3[C:16]4[C:11](=[CH:12][CH:13]=[CH:14][CH:15]=4)[C:10](=[O:17])[NH:9][N:8]=3)[CH:18]=[CH:19][C:2]=2[F:1])[C:21]1=[O:22])([CH3:35])([CH3:34])[CH3:36]. The catalyst class is: 2. (4) Reactant: Br[C:2]1[CH:15]=[CH:14][C:5]([O:6][CH:7]2[CH2:10][N:9]([C:11](=[O:13])[CH3:12])[CH2:8]2)=[CH:4][CH:3]=1.[CH3:16][C:17]1([CH3:31])[CH2:22][O:21][B:20]([B:20]2[O:21][CH2:22][C:17]([CH3:31])([CH3:16])[CH2:18][O:19]2)[O:19][CH2:18]1.CC([O-])=O.[K+].C(OCC)(=O)C. Product: [CH3:16][C:17]1([CH3:31])[CH2:22][O:21][B:20]([C:2]2[CH:15]=[CH:14][C:5]([O:6][CH:7]3[CH2:10][N:9]([C:11](=[O:13])[CH3:12])[CH2:8]3)=[CH:4][CH:3]=2)[O:19][CH2:18]1. The catalyst class is: 75. (5) Reactant: C(O)(C(F)(F)F)=O.[C:8]([N:11]1[CH2:15][C@H:14]([OH:16])[CH2:13][C@H:12]1[C:17]([NH:19][C@H:20]([C:28]([C:30]1[S:31][C:32]2[CH:38]=[CH:37][CH:36]=[CH:35][C:33]=2[N:34]=1)=[O:29])[CH2:21][CH2:22][CH2:23][NH:24][C:25](=[NH:27])[NH2:26])=[O:18])(=[O:10])[CH3:9].[N+:39]([O-:42])([OH:41])=[O:40]. Product: [N+:39]([O-:42])([OH:41])=[O:40].[C:8]([N:11]1[CH2:15][C@H:14]([OH:16])[CH2:13][C@H:12]1[C:17]([NH:19][C@H:20]([C:28]([C:30]1[S:31][C:32]2[CH:38]=[CH:37][CH:36]=[CH:35][C:33]=2[N:34]=1)=[O:29])[CH2:21][CH2:22][CH2:23][NH:24][C:25](=[NH:26])[NH2:27])=[O:18])(=[O:10])[CH3:9]. The catalyst class is: 10. (6) Reactant: [CH:1]1([NH:7][C:8]([CH2:10][C:11]2[CH:12]=[C:13]([CH2:17][C:18](O)=[O:19])[CH:14]=[CH:15][CH:16]=2)=O)[CH2:6][CH2:5][CH2:4][CH2:3][CH2:2]1. Product: [CH:1]1([NH:7][CH2:8][CH2:10][C:11]2[CH:12]=[C:13]([CH2:17][CH2:18][OH:19])[CH:14]=[CH:15][CH:16]=2)[CH2:2][CH2:3][CH2:4][CH2:5][CH2:6]1. The catalyst class is: 4. (7) Reactant: [Br:1]N1C(=O)CCC1=O.[CH3:9][O:10][C:11]1[N:12]=[CH:13][CH:14]=[C:15]2[CH:19]=[CH:18][NH:17][C:16]=12. Product: [Br:1][C:19]1[C:15]2[C:16](=[C:11]([O:10][CH3:9])[N:12]=[CH:13][CH:14]=2)[NH:17][CH:18]=1. The catalyst class is: 8.